This data is from Catalyst prediction with 721,799 reactions and 888 catalyst types from USPTO. The task is: Predict which catalyst facilitates the given reaction. (1) Reactant: [CH:1]([N:4]1[C:8]([C:9]2[N:10]=[C:11]3[C:17]4[CH:18]=[CH:19][C:20]([C:22]([OH:24])=O)=[CH:21][C:16]=4[O:15][CH2:14][CH2:13][N:12]3[CH:25]=2)=[N:7][CH:6]=[N:5]1)([CH3:3])[CH3:2].Cl.[O:27]([NH2:29])[CH3:28]. Product: [CH:1]([N:4]1[C:8]([C:9]2[N:10]=[C:11]3[C:17]4[CH:18]=[CH:19][C:20]([C:22]([NH:29][O:27][CH3:28])=[O:24])=[CH:21][C:16]=4[O:15][CH2:14][CH2:13][N:12]3[CH:25]=2)=[N:7][CH:6]=[N:5]1)([CH3:3])[CH3:2]. The catalyst class is: 1. (2) Reactant: [CH2:1]([NH2:8])[C:2]1[CH:7]=[CH:6][CH:5]=[CH:4][CH:3]=1.[CH3:9][CH2:10][N:11](C(C)C)C(C)C.BrCC#N. Product: [CH2:1]([NH:8][CH2:9][C:10]#[N:11])[C:2]1[CH:7]=[CH:6][CH:5]=[CH:4][CH:3]=1. The catalyst class is: 10.